From a dataset of NCI-60 drug combinations with 297,098 pairs across 59 cell lines. Regression. Given two drug SMILES strings and cell line genomic features, predict the synergy score measuring deviation from expected non-interaction effect. (1) Drug 1: CC1=C2C(C(=O)C3(C(CC4C(C3C(C(C2(C)C)(CC1OC(=O)C(C(C5=CC=CC=C5)NC(=O)OC(C)(C)C)O)O)OC(=O)C6=CC=CC=C6)(CO4)OC(=O)C)OC)C)OC. Drug 2: C1=CC(=CC=C1CCCC(=O)O)N(CCCl)CCCl. Cell line: NCI-H460. Synergy scores: CSS=77.2, Synergy_ZIP=19.3, Synergy_Bliss=15.9, Synergy_Loewe=10.2, Synergy_HSA=18.9. (2) Drug 1: CCCCCOC(=O)NC1=NC(=O)N(C=C1F)C2C(C(C(O2)C)O)O. Drug 2: CC1CCC2CC(C(=CC=CC=CC(CC(C(=O)C(C(C(=CC(C(=O)CC(OC(=O)C3CCCCN3C(=O)C(=O)C1(O2)O)C(C)CC4CCC(C(C4)OC)O)C)C)O)OC)C)C)C)OC. Cell line: KM12. Synergy scores: CSS=-0.417, Synergy_ZIP=-0.942, Synergy_Bliss=-3.53, Synergy_Loewe=-2.47, Synergy_HSA=-4.35. (3) Drug 1: CNC(=O)C1=NC=CC(=C1)OC2=CC=C(C=C2)NC(=O)NC3=CC(=C(C=C3)Cl)C(F)(F)F. Drug 2: C1=CN(C=N1)CC(O)(P(=O)(O)O)P(=O)(O)O. Cell line: SN12C. Synergy scores: CSS=-2.94, Synergy_ZIP=4.07, Synergy_Bliss=-0.738, Synergy_Loewe=-5.66, Synergy_HSA=-7.33. (4) Drug 1: C1=C(C(=O)NC(=O)N1)N(CCCl)CCCl. Drug 2: CN(CCCl)CCCl.Cl. Cell line: MOLT-4. Synergy scores: CSS=72.1, Synergy_ZIP=-0.258, Synergy_Bliss=-1.33, Synergy_Loewe=-3.13, Synergy_HSA=0.347.